Task: Predict the reaction yield, written as a fraction of the theoretical maximum amount of product (1.0 means a 100% yield; for example, 0.34 means a 34% yield).. Dataset: Reaction yield outcomes from USPTO patents with 853,638 reactions (1) The catalyst is CN(C=O)C.CCN(C(C)C)C(C)C. The product is [C:31]([O:30][CH:28]1[CH2:29][N:26]([C:24](=[O:25])[NH:23][C:20]2[N:18]3[N:19]=[C:14]([N:10]4[CH2:11][CH2:12][CH2:13][C@@H:9]4[C:3]4[CH:4]=[C:5]([F:8])[CH:6]=[CH:7][C:2]=4[F:1])[CH:15]=[CH:16][C:17]3=[N:22][CH:21]=2)[CH2:27]1)(=[O:35])[CH:32]([CH3:34])[CH3:33]. The yield is 0.500. The reactants are [F:1][C:2]1[CH:7]=[CH:6][C:5]([F:8])=[CH:4][C:3]=1[C@H:9]1[CH2:13][CH2:12][CH2:11][N:10]1[C:14]1[CH:15]=[CH:16][C:17]2[N:18]([C:20]([NH:23][C:24]([N:26]3[CH2:29][CH:28]([OH:30])[CH2:27]3)=[O:25])=[CH:21][N:22]=2)[N:19]=1.[C:31](O[C:31](=[O:35])[CH:32]([CH3:34])[CH3:33])(=[O:35])[CH:32]([CH3:34])[CH3:33]. (2) The reactants are [CH2:1]([N:3]1[CH:7]=[C:6]([C:8]2[CH:13]=[CH:12][N:11]=[C:10]3[N:14]([S:30]([C:33]4[CH:38]=[CH:37][CH:36]=[CH:35][CH:34]=4)(=[O:32])=[O:31])[C:15]([C:17]4[CH2:18][CH2:19][N:20]([C:23](OC(C)(C)C)=[O:24])[CH2:21][CH:22]=4)=[CH:16][C:9]=23)[C:5]([C:39]2[CH:44]=[CH:43][C:42]([N+:45]([O-:47])=[O:46])=[CH:41][CH:40]=2)=[N:4]1)[CH3:2].Cl.[N:49]1(C(Cl)=O)[CH2:54][CH2:53][O:52][CH2:51][CH2:50]1. The catalyst is O1CCOCC1. The product is [CH2:1]([N:3]1[CH:7]=[C:6]([C:8]2[CH:13]=[CH:12][N:11]=[C:10]3[N:14]([S:30]([C:33]4[CH:38]=[CH:37][CH:36]=[CH:35][CH:34]=4)(=[O:32])=[O:31])[C:15]([C:17]4[CH2:18][CH2:19][N:20]([C:23]([N:49]5[CH2:54][CH2:53][O:52][CH2:51][CH2:50]5)=[O:24])[CH2:21][CH:22]=4)=[CH:16][C:9]=23)[C:5]([C:39]2[CH:40]=[CH:41][C:42]([N+:45]([O-:47])=[O:46])=[CH:43][CH:44]=2)=[N:4]1)[CH3:2]. The yield is 0.550.